Dataset: Aqueous solubility values for 9,982 compounds from the AqSolDB database. Task: Regression/Classification. Given a drug SMILES string, predict its absorption, distribution, metabolism, or excretion properties. Task type varies by dataset: regression for continuous measurements (e.g., permeability, clearance, half-life) or binary classification for categorical outcomes (e.g., BBB penetration, CYP inhibition). For this dataset (solubility_aqsoldb), we predict Y. (1) The drug is O=C(OCN1C(=O)NC(c2ccccc2)(c2ccccc2)C1=O)C(CO)CO. The Y is -2.21 log mol/L. (2) The molecule is C1=CCCCCC1. The Y is -3.18 log mol/L. (3) The drug is COC(=O)c1ccccc1S(=O)(=O)NC(=O)Nc1nc(C)cc(C)n1. The Y is -3.17 log mol/L. (4) The Y is -5.61 log mol/L. The compound is CCCCCCCCCCCCCCC(CO)CCCCCCCCCCCC. (5) The molecule is O=C(O)c1cc(O)c(O)c(O)c1. The Y is -1.16 log mol/L.